This data is from Full USPTO retrosynthesis dataset with 1.9M reactions from patents (1976-2016). The task is: Predict the reactants needed to synthesize the given product. (1) Given the product [C:1]([O:5][C:6](=[O:30])[C@@H:7]([N:29]=[C:31]([C:32]1[CH:37]=[CH:36][CH:35]=[CH:34][CH:33]=1)[C:38]1[CH:43]=[CH:42][CH:41]=[CH:40][CH:39]=1)[CH2:8][S:9][C:10]([C:23]1[CH:28]=[CH:27][CH:26]=[CH:25][CH:24]=1)([C:11]1[CH:16]=[CH:15][CH:14]=[CH:13][CH:12]=1)[C:17]1[CH:18]=[CH:19][CH:20]=[CH:21][CH:22]=1)([CH3:4])([CH3:2])[CH3:3], predict the reactants needed to synthesize it. The reactants are: [C:1]([O:5][C:6](=[O:30])[C@@H:7]([NH2:29])[CH2:8][S:9][C:10]([C:23]1[CH:28]=[CH:27][CH:26]=[CH:25][CH:24]=1)([C:17]1[CH:22]=[CH:21][CH:20]=[CH:19][CH:18]=1)[C:11]1[CH:16]=[CH:15][CH:14]=[CH:13][CH:12]=1)([CH3:4])([CH3:3])[CH3:2].[C:31](=N)([C:38]1[CH:43]=[CH:42][CH:41]=[CH:40][CH:39]=1)[C:32]1[CH:37]=[CH:36][CH:35]=[CH:34][CH:33]=1. (2) Given the product [CH2:3]([O:7][C:9]1[C:10]([F:23])=[C:11]([N:15]2[C@H:20]([CH3:21])[CH2:19][CH2:18][CH2:17][C@@H:16]2[CH3:22])[N:12]=[CH:13][N:14]=1)[C:4]#[C:5][CH3:6], predict the reactants needed to synthesize it. The reactants are: [H-].[Na+].[CH2:3]([OH:7])[C:4]#[C:5][CH3:6].Cl[C:9]1[N:14]=[CH:13][N:12]=[C:11]([N:15]2[C@H:20]([CH3:21])[CH2:19][CH2:18][CH2:17][C@@H:16]2[CH3:22])[C:10]=1[F:23].[Cl-].[NH4+]. (3) Given the product [CH3:1][S:2]([C:5]1[CH:6]=[CH:7][C:8]([NH:11][C:12]([C:14]2[CH:18]=[C:17]([CH3:19])[N:16]([C:20]3[CH:28]=[CH:27][CH:26]=[CH:25][C:21]=3[C:22](=[O:24])[NH2:30])[C:15]=2[CH3:29])=[O:13])=[CH:9][CH:10]=1)(=[O:3])=[O:4], predict the reactants needed to synthesize it. The reactants are: [CH3:1][S:2]([C:5]1[CH:10]=[CH:9][C:8]([NH:11][C:12]([C:14]2[CH:18]=[C:17]([CH3:19])[N:16]([C:20]3[CH:28]=[CH:27][CH:26]=[CH:25][C:21]=3[C:22]([OH:24])=O)[C:15]=2[CH3:29])=[O:13])=[CH:7][CH:6]=1)(=[O:4])=[O:3].[NH3:30].